This data is from Forward reaction prediction with 1.9M reactions from USPTO patents (1976-2016). The task is: Predict the product of the given reaction. (1) Given the reactants Br[CH:2]([CH3:13])[C:3]([C:5]1[CH:10]=[CH:9][CH:8]=[CH:7][C:6]=1[O:11][CH3:12])=O.[CH3:14][O:15][C:16](=[O:24])[CH2:17][CH2:18][CH2:19][CH2:20][C:21](=[O:23])[NH2:22], predict the reaction product. The product is: [CH3:14][O:15][C:16](=[O:24])[CH2:17][CH2:18][CH2:19][CH2:20][C:21]1[O:23][C:2]([CH3:13])=[C:3]([C:5]2[CH:10]=[CH:9][CH:8]=[CH:7][C:6]=2[O:11][CH3:12])[N:22]=1. (2) Given the reactants Cl.[Cl:2][C:3]1[CH:4]=[C:5]([C@@H:9]([OH:33])[CH2:10][NH:11][CH2:12][CH2:13][C:14]2[CH:19]=[CH:18][C:17]([S:20]([C:23]3[CH:31]=[CH:30][C:26]([C:27]([OH:29])=[O:28])=[C:25]([F:32])[CH:24]=3)(=[O:22])=[O:21])=[CH:16][CH:15]=2)[CH:6]=[CH:7][CH:8]=1.[OH-].[Na+:35], predict the reaction product. The product is: [Cl:2][C:3]1[CH:4]=[C:5]([C@@H:9]([OH:33])[CH2:10][NH:11][CH2:12][CH2:13][C:14]2[CH:15]=[CH:16][C:17]([S:20]([C:23]3[CH:31]=[CH:30][C:26]([C:27]([O-:29])=[O:28])=[C:25]([F:32])[CH:24]=3)(=[O:21])=[O:22])=[CH:18][CH:19]=2)[CH:6]=[CH:7][CH:8]=1.[Na+:35]. (3) Given the reactants C(O)C.C(=O)([O-])[O-].[Na+].[Na+].[N+:10]([C:13]1[CH:14]=[C:15]([CH:24]=[CH:25][CH:26]=1)[CH:16]=[CH:17][CH:18]=[N:19][NH:20][C:21]([NH2:23])=[S:22])([O-])=O, predict the reaction product. The product is: [NH2:10][C:13]1[CH:14]=[C:15]([CH:24]=[CH:25][CH:26]=1)[CH:16]=[CH:17][CH:18]=[N:19][NH:20][C:21]([NH2:23])=[S:22]. (4) Given the reactants C([Li])CCC.CC1CCCN(C)C1(C)C.[Cl:16][C:17]1[N:25]=[CH:24][N:23]=[C:22]2[C:18]=1[N:19]=[CH:20][N:21]2[CH:26]1[CH2:30][CH2:29][CH2:28][O:27]1.ClC1N=C2C(N=CN2C2CCCO2)=C(Cl)N=1.[CH2:47]([Sn:51](Cl)([CH2:56][CH2:57][CH2:58][CH3:59])[CH2:52][CH2:53][CH2:54][CH3:55])[CH2:48][CH2:49][CH3:50], predict the reaction product. The product is: [Cl:16][C:17]1[N:25]=[C:24]([Sn:51]([CH2:52][CH2:53][CH2:54][CH3:55])([CH2:56][CH2:57][CH2:58][CH3:59])[CH2:47][CH2:48][CH2:49][CH3:50])[N:23]=[C:22]2[C:18]=1[N:19]=[CH:20][N:21]2[CH:26]1[CH2:30][CH2:29][CH2:28][O:27]1. (5) Given the reactants Cl[CH2:2][C:3]1[CH:8]=[CH:7][C:6]([C:9]2[N:10]([CH3:26])[O:11][C:12]([C:18]3[CH:23]=[C:22]([Cl:24])[CH:21]=[C:20]([Cl:25])[CH:19]=3)([C:14]([F:17])([F:16])[F:15])[CH:13]=2)=[CH:5][C:4]=1[CH3:27].[C:28]1(=[O:38])[NH:32][C:31](=[O:33])[C:30]2=[CH:34][CH:35]=[CH:36][CH:37]=[C:29]12.[K].[I-].[Na+].CCCCCC, predict the reaction product. The product is: [Cl:25][C:20]1[CH:19]=[C:18]([C:12]2([C:14]([F:15])([F:17])[F:16])[O:11][N:10]([CH3:26])[C:9]([C:6]3[CH:7]=[CH:8][C:3]([CH2:2][N:32]4[C:28](=[O:38])[C:29]5[C:30](=[CH:34][CH:35]=[CH:36][CH:37]=5)[C:31]4=[O:33])=[C:4]([CH3:27])[CH:5]=3)=[CH:13]2)[CH:23]=[C:22]([Cl:24])[CH:21]=1. (6) Given the reactants C(C1C=CC(N2CC[C@H](N[C@@H](C3C4C(=CC=CC=4)C=CC=3)C)C2)=CC=1)(=O)C.C([N:35]1[CH2:39][CH2:38][C@H:37]([NH:40][C@@H:41]([C:43]2[CH:48]=[CH:47][CH:46]=[C:45]([O:49][CH3:50])[CH:44]=2)[CH3:42])[CH2:36]1)C1C=CC=CC=1.[ClH:51], predict the reaction product. The product is: [ClH:51].[ClH:51].[CH3:50][O:49][C:45]1[CH:44]=[C:43]([C@H:41]([NH:40][C@H:37]2[CH2:38][CH2:39][NH:35][CH2:36]2)[CH3:42])[CH:48]=[CH:47][CH:46]=1.